Dataset: Catalyst prediction with 721,799 reactions and 888 catalyst types from USPTO. Task: Predict which catalyst facilitates the given reaction. (1) Product: [F:1][C:2]1[C:14]([NH:15][CH2:16][C:17]2[CH:22]=[C:21]([C:23]3[CH:28]=[CH:27][CH:26]=[C:25]([F:29])[CH:24]=3)[CH:20]=[CH:19][C:18]=2[CH3:30])=[C:13]([F:31])[CH:12]=[CH:11][C:3]=1[O:4][CH2:5][C:6]([OH:8])=[O:7]. Reactant: [F:1][C:2]1[C:14]([NH:15][CH2:16][C:17]2[CH:22]=[C:21]([C:23]3[CH:28]=[CH:27][CH:26]=[C:25]([F:29])[CH:24]=3)[CH:20]=[CH:19][C:18]=2[CH3:30])=[C:13]([F:31])[CH:12]=[CH:11][C:3]=1[O:4][CH2:5][C:6]([O:8]CC)=[O:7].[OH-].[Na+]. The catalyst class is: 1. (2) Reactant: [NH:1]1[CH2:6][CH2:5][O:4][CH2:3][CH2:2]1.[F:7][C:8]1[CH:9]=[C:10]([N+:16]([O-:18])=[O:17])[CH:11]=[C:12]([F:15])[C:13]=1F. Product: [F:7][C:8]1[CH:9]=[C:10]([N+:16]([O-:18])=[O:17])[CH:11]=[C:12]([F:15])[C:13]=1[N:1]1[CH2:6][CH2:5][O:4][CH2:3][CH2:2]1. The catalyst class is: 10. (3) Reactant: [CH3:1][C:2]1[CH:8]=[CH:7][CH:6]=[C:5]([C:9]([F:12])([F:11])[F:10])[C:3]=1[NH2:4].[C:13]([C:15]1[CH:20]=[CH:19][C:18](F)=[CH:17][N:16]=1)#[N:14]. Product: [NH2:14][CH2:13][C:15]1[N:16]=[CH:17][C:18]([NH:4][C:3]2[C:5]([C:9]([F:10])([F:11])[F:12])=[CH:6][CH:7]=[CH:8][C:2]=2[CH3:1])=[CH:19][CH:20]=1. The catalyst class is: 181. (4) Reactant: [O-:1][C:2]#[N:3].[K+].[N+:5]([C:8]1[CH:9]=[C:10]([OH:14])[CH:11]=[CH:12][CH:13]=1)([O-:7])=[O:6].FC(F)(F)C(O)=O. Product: [C:2](=[O:1])([O:14][C:10]1[CH:11]=[CH:12][CH:13]=[C:8]([N+:5]([O-:7])=[O:6])[CH:9]=1)[NH2:3]. The catalyst class is: 2. (5) Reactant: [F:1][C:2]([F:15])([F:14])[CH2:3][CH2:4][C:5]([C:8]1[CH:13]=[CH:12][CH:11]=[CH:10][CH:9]=1)([OH:7])[CH3:6].C(N(CC)CC)C.[C:23](Cl)(=[O:27])[C:24]([CH3:26])=[CH2:25]. Product: [C:23]([O:7][C:5]([C:8]1[CH:13]=[CH:12][CH:11]=[CH:10][CH:9]=1)([CH2:4][CH2:3][C:2]([F:14])([F:15])[F:1])[CH3:6])(=[O:27])[C:24]([CH3:26])=[CH2:25]. The catalyst class is: 2. (6) Reactant: [OH:1][N:2]=[C:3]([NH2:5])[CH3:4].[C:6]([O:10][C:11]([N:13]1[C@@H:18]([CH3:19])[CH2:17][N:16]2[N:20]=[CH:21][C:22]([N:23]3[CH2:27][CH:26]([C:28](O)=O)[O:25][C:24]3=[O:31])=[C:15]2[CH2:14]1)=[O:12])([CH3:9])([CH3:8])[CH3:7].Cl.C(N=C=NCCCN(C)C)C.CCN(C(C)C)C(C)C.N1(O)C2C=CC=CC=2N=N1. Product: [CH3:19][C@H:18]1[CH2:17][N:16]2[N:20]=[CH:21][C:22]([N:23]3[CH2:27][CH:26]([C:28]4[O:1][N:2]=[C:3]([CH3:4])[N:5]=4)[O:25][C:24]3=[O:31])=[C:15]2[CH2:14][N:13]1[C:11]([O:10][C:6]([CH3:8])([CH3:7])[CH3:9])=[O:12]. The catalyst class is: 2. (7) Reactant: [CH2:1]([O:3][C:4]([C:6]1[O:7][C:8]2[CH:15]=[C:14]([O:16]C)[C:13]([Cl:18])=[CH:12][C:9]=2[C:10]=1[CH3:11])=[O:5])[CH3:2].B(Br)(Br)Br.Cl.CCCCCC.CCOC(C)=O. Product: [CH2:1]([O:3][C:4]([C:6]1[O:7][C:8]2[CH:15]=[C:14]([OH:16])[C:13]([Cl:18])=[CH:12][C:9]=2[C:10]=1[CH3:11])=[O:5])[CH3:2]. The catalyst class is: 497. (8) Reactant: [Cl:1][C:2]1[CH:11]=[CH:10][C:5]([C:6]([O:8][CH3:9])=[O:7])=[CH:4][C:3]=1[CH3:12].[Br:13]N1C(=O)CCC1=O.C(OOC(=O)C1C=CC=CC=1)(=O)C1C=CC=CC=1. Product: [Br:13][CH2:12][C:3]1[CH:4]=[C:5]([CH:10]=[CH:11][C:2]=1[Cl:1])[C:6]([O:8][CH3:9])=[O:7]. The catalyst class is: 53.